This data is from Forward reaction prediction with 1.9M reactions from USPTO patents (1976-2016). The task is: Predict the product of the given reaction. Given the reactants Cl[C:2]1[C:7]([N+:8]([O-:10])=[O:9])=[CH:6][C:5]([N+:11]([O-:13])=[O:12])=[CH:4][N:3]=1.[NH:14]1[CH2:19][CH2:18][O:17][CH2:16][CH2:15]1, predict the reaction product. The product is: [N:14]1([C:2]2[C:7]([N+:8]([O-:10])=[O:9])=[CH:6][C:5]([N+:11]([O-:13])=[O:12])=[CH:4][N:3]=2)[CH2:19][CH2:18][O:17][CH2:16][CH2:15]1.